Dataset: Reaction yield outcomes from USPTO patents with 853,638 reactions. Task: Predict the reaction yield, written as a fraction of the theoretical maximum amount of product (1.0 means a 100% yield; for example, 0.34 means a 34% yield). The reactants are [F:1][C:2]([F:12])([F:11])[C:3]1[CH:4]=[C:5]([CH:8]=[CH:9][CH:10]=1)[CH2:6][NH2:7].F[C:14]1[CH:22]=[N:21][CH:20]=[CH:19][C:15]=1[C:16]([OH:18])=[O:17]. No catalyst specified. The product is [F:1][C:2]([F:11])([F:12])[C:3]1[CH:4]=[C:5]([CH:8]=[CH:9][CH:10]=1)[CH2:6][NH:7][C:19]1[CH:20]=[N:21][CH:22]=[CH:14][C:15]=1[C:16]([OH:18])=[O:17]. The yield is 0.390.